Dataset: Catalyst prediction with 721,799 reactions and 888 catalyst types from USPTO. Task: Predict which catalyst facilitates the given reaction. (1) Reactant: [F-].C([N+](CCCC)(CCCC)CCCC)CCC.[CH3:19][C:20]1[CH:25]=[CH:24][C:23]([C@:26]2([O:44][C@H:43]([CH2:45][O:46][C:47](=[O:49])[CH3:48])[C@@H:38]([O:39][C:40](=[O:42])[CH3:41])[C@H:33]([O:34][C:35](=[O:37])[CH3:36])[C@H:28]2[O:29][C:30](=[O:32])[CH3:31])[OH:27])=[CH:22][C:21]=1[CH2:50][C:51]1[CH:56]=[CH:55][C:54]([O:57][Si](C(C)(C)C)(C)C)=[CH:53][CH:52]=1.C(O)(=O)C.C(OCC)(=O)C. Product: [CH3:19][C:20]1[CH:25]=[CH:24][C:23]([C@:26]2([O:44][C@H:43]([CH2:45][O:46][C:47](=[O:49])[CH3:48])[C@@H:38]([O:39][C:40](=[O:42])[CH3:41])[C@H:33]([O:34][C:35](=[O:37])[CH3:36])[C@H:28]2[O:29][C:30](=[O:32])[CH3:31])[OH:27])=[CH:22][C:21]=1[CH2:50][C:51]1[CH:52]=[CH:53][C:54]([OH:57])=[CH:55][CH:56]=1. The catalyst class is: 30. (2) Reactant: [H-].[Na+].[CH3:3][C:4]([Si:7]([CH3:44])([CH3:43])[O:8][C@H:9]1[C@H:18]([NH:19][C:20]([O:22][C:23]([CH3:26])([CH3:25])[CH3:24])=[O:21])[CH2:17][C:16]2[N:15]=[CH:14][C:13]([NH:27][C:28]3[C:33]([NH:34][CH2:35][C:36](OCC)=[O:37])=[CH:32][CH:31]=[C:30]([O:41][CH3:42])[N:29]=3)=[CH:12][C:11]=2[CH2:10]1)([CH3:6])[CH3:5]. Product: [CH3:5][C:4]([Si:7]([CH3:43])([CH3:44])[O:8][C@H:9]1[C@H:18]([NH:19][C:20](=[O:21])[O:22][C:23]([CH3:25])([CH3:24])[CH3:26])[CH2:17][C:16]2[N:15]=[CH:14][C:13]([N:27]3[C:36](=[O:37])[CH2:35][NH:34][C:33]4[CH:32]=[CH:31][C:30]([O:41][CH3:42])=[N:29][C:28]3=4)=[CH:12][C:11]=2[CH2:10]1)([CH3:6])[CH3:3]. The catalyst class is: 1. (3) Reactant: [NH:1]1[CH2:6][CH2:5][NH:4][CH2:3][CH2:2]1.[F:7][C:8]1([F:19])[O:12][C:11]2[CH:13]=[CH:14][C:15]([CH:17]=O)=[CH:16][C:10]=2[O:9]1. Product: [F:19][C:8]1([F:7])[O:12][C:11]2[CH:13]=[CH:14][C:15]([CH2:17][N:1]3[CH2:6][CH2:5][NH:4][CH2:3][CH2:2]3)=[CH:16][C:10]=2[O:9]1. The catalyst class is: 563. (4) Reactant: [C:1]([O:12][CH2:13][CH:14]([OH:28])[CH2:15][O:16][C:17](=[O:27])[CH2:18][CH2:19][CH2:20][CH2:21][CH2:22][CH2:23][CH2:24][CH2:25][CH3:26])(=[O:11])[CH2:2][CH2:3][CH2:4][CH2:5][CH2:6][CH2:7][CH2:8][CH2:9][CH3:10].N1C=CC=CC=1.Cl[C:36]([O:38][CH2:39][Cl:40])=[O:37].CN(C1C=CC=CN=1)C. Product: [C:1]([O:12][CH2:13][CH:14]([O:28][C:36]([O:38][CH2:39][Cl:40])=[O:37])[CH2:15][O:16][C:17](=[O:27])[CH2:18][CH2:19][CH2:20][CH2:21][CH2:22][CH2:23][CH2:24][CH2:25][CH3:26])(=[O:11])[CH2:2][CH2:3][CH2:4][CH2:5][CH2:6][CH2:7][CH2:8][CH2:9][CH3:10]. The catalyst class is: 4. (5) Product: [CH3:40][O:39][N:38]([CH3:37])[C:11]([C:7]1[CH:6]=[C:5]2[C:10](=[CH:9][CH:8]=1)[N:1]=[CH:2][CH:3]=[N:4]2)=[O:13]. The catalyst class is: 489. Reactant: [N:1]1[C:10]2[C:5](=[CH:6][C:7]([C:11]([OH:13])=O)=[CH:8][CH:9]=2)[N:4]=[CH:3][CH:2]=1.Cl.CN(C)CCCN=C=NCC.ON1C2C=CC=CC=2N=N1.Cl.[CH3:37][NH:38][O:39][CH3:40].C(N(CC)CC)C. (6) Reactant: [CH3:1][C:2]1([CH3:17])[NH:8][CH2:7][C:6]2[CH:9]=[CH:10][C:11]([C:13]([O:15][CH3:16])=[O:14])=[CH:12][C:5]=2[O:4][CH2:3]1.[H-].[Na+].Br[CH2:21][C:22]1[CH:27]=[CH:26][C:25]([O:28][CH3:29])=[CH:24][CH:23]=1. Product: [CH3:29][O:28][C:25]1[CH:26]=[CH:27][C:22]([CH2:21][N:8]2[CH2:7][C:6]3[CH:9]=[CH:10][C:11]([C:13]([O:15][CH3:16])=[O:14])=[CH:12][C:5]=3[O:4][CH2:3][C:2]2([CH3:17])[CH3:1])=[CH:23][CH:24]=1. The catalyst class is: 1. (7) Reactant: [Cl:1][C:2]1[N:7]=[C:6](Cl)[CH:5]=[C:4]([C:9]2[CH:14]=[CH:13][CH:12]=[CH:11][CH:10]=2)[N:3]=1.[NH2:15][CH2:16][CH:17]1[CH2:21][CH2:20][CH2:19][N:18]1[CH2:22][CH3:23].C[Si]([N-][Si](C)(C)C)(C)C.[Li+]. Product: [Cl:1][C:2]1[N:7]=[C:6]([NH:15][CH2:16][CH:17]2[CH2:21][CH2:20][CH2:19][N:18]2[CH2:22][CH3:23])[CH:5]=[C:4]([C:9]2[CH:14]=[CH:13][CH:12]=[CH:11][CH:10]=2)[N:3]=1. The catalyst class is: 1. (8) Reactant: Br[C:2]1[N:6]([S:7]([C:10]2[CH:11]=[N:12][CH:13]=[CH:14][CH:15]=2)(=[O:9])=[O:8])[CH:5]=[C:4]([CH2:16][N:17]([CH3:25])[C:18](=[O:24])[O:19][C:20]([CH3:23])([CH3:22])[CH3:21])[CH:3]=1.[CH3:26][C:27]1[C:28](B(O)O)=[CH:29][S:30][CH:31]=1.C(=O)([O-])[O-].[Na+].[Na+]. Product: [CH3:25][N:17]([CH2:16][C:4]1[CH:3]=[C:2]([C:28]2[C:27]([CH3:26])=[CH:31][S:30][CH:29]=2)[N:6]([S:7]([C:10]2[CH:11]=[N:12][CH:13]=[CH:14][CH:15]=2)(=[O:9])=[O:8])[CH:5]=1)[C:18](=[O:24])[O:19][C:20]([CH3:23])([CH3:22])[CH3:21]. The catalyst class is: 108. (9) Reactant: [CH3:1][O:2][C:3](=[O:18])[C:4]1[CH:9]=[CH:8][C:7]([Cl:10])=[C:6]([N:11]2[C:15](=[O:16])[NH:14][N:13]=[N:12]2)[C:5]=1[Cl:17].CI.[C:21](=O)([O-])[O-].[K+].[K+].O. Product: [Cl:17][C:5]1[C:6]([N:11]2[C:15](=[O:16])[N:14]([CH3:21])[N:13]=[N:12]2)=[C:7]([Cl:10])[CH:8]=[CH:9][C:4]=1[C:3]([O:2][CH3:1])=[O:18]. The catalyst class is: 9. (10) Reactant: [F:1][C:2]1[CH:8]=[C:7]([I:9])[CH:6]=[CH:5][C:3]=1[NH2:4].C[Si]([N-][Si](C)(C)C)(C)C.[Li+].[CH3:20][O:21][C:22]([C:24]1[CH:29]=[C:28]([CH3:30])[C:27](=[O:31])[N:26]([CH3:32])[C:25]=1Cl)=[O:23].O.Cl.[Cl-].[Na+]. Product: [CH3:20][O:21][C:22]([C:24]1[CH:29]=[C:28]([CH3:30])[C:27](=[O:31])[N:26]([CH3:32])[C:25]=1[NH:4][C:3]1[CH:5]=[CH:6][C:7]([I:9])=[CH:8][C:2]=1[F:1])=[O:23]. The catalyst class is: 1.